Task: Predict the product of the given reaction.. Dataset: Forward reaction prediction with 1.9M reactions from USPTO patents (1976-2016) (1) Given the reactants [C:1]([C:5]1[CH:12]=[CH:11][C:8]([CH:9]=O)=[CH:7][CH:6]=1)([CH3:4])([CH3:3])[CH3:2].[N:13]1[CH:18]=[CH:17][CH:16]=[C:15]([CH2:19][CH2:20][NH2:21])[CH:14]=1.[BH4-].[Na+].[NH:24]1[C:32]2[C:27](=[CH:28][CH:29]=[CH:30][C:31]=2[C:33](O)=[O:34])[CH:26]=[CH:25]1.CCN=C=NCCCN(C)C.Cl, predict the reaction product. The product is: [C:1]([C:5]1[CH:12]=[CH:11][C:8]([CH2:9][N:21]([CH2:20][CH2:19][C:15]2[CH:14]=[N:13][CH:18]=[CH:17][CH:16]=2)[C:33]([C:31]2[CH:30]=[CH:29][CH:28]=[C:27]3[C:32]=2[NH:24][CH:25]=[CH:26]3)=[O:34])=[CH:7][CH:6]=1)([CH3:4])([CH3:3])[CH3:2]. (2) Given the reactants C1COCC1.Br[C:7]1[CH:8]=[C:9]2[C:14](=[CH:15][CH:16]=1)[N:13]=[CH:12][CH:11]=[N:10]2.[N:17]1[CH:22]=[CH:21][CH:20]=[CH:19][C:18]=1[C:23]1[C:24](B(O)O)=[C:25]2[CH2:30][CH2:29][CH2:28][N:26]2[N:27]=1.C(=O)([O-])[O-].[K+].[K+], predict the reaction product. The product is: [N:17]1[CH:22]=[CH:21][CH:20]=[CH:19][C:18]=1[C:23]1[C:24]([C:7]2[CH:8]=[C:9]3[C:14](=[CH:15][CH:16]=2)[N:13]=[CH:12][CH:11]=[N:10]3)=[C:25]2[CH2:30][CH2:29][CH2:28][N:26]2[N:27]=1.